Dataset: Forward reaction prediction with 1.9M reactions from USPTO patents (1976-2016). Task: Predict the product of the given reaction. Given the reactants [CH3:1][O:2][C:3]1[CH:4]=[C:5]2[C:10](=[CH:11][CH:12]=1)[O:9][CH2:8][CH:7]([CH2:13]OS(C1C=CC(C)=CC=1)(=O)=O)[CH2:6]2.[C-:25]#[N:26].[K+], predict the reaction product. The product is: [CH3:1][O:2][C:3]1[CH:4]=[C:5]2[C:10](=[CH:11][CH:12]=1)[O:9][CH2:8][CH:7]([CH2:13][C:25]#[N:26])[CH2:6]2.